From a dataset of Peptide-MHC class I binding affinity with 185,985 pairs from IEDB/IMGT. Regression. Given a peptide amino acid sequence and an MHC pseudo amino acid sequence, predict their binding affinity value. This is MHC class I binding data. (1) The peptide sequence is MVFQHFHLF. The MHC is HLA-B15:01 with pseudo-sequence HLA-B15:01. The binding affinity (normalized) is 0.440. (2) The peptide sequence is ETFKIDAVR. The MHC is HLA-A33:01 with pseudo-sequence HLA-A33:01. The binding affinity (normalized) is 0.720.